Dataset: NCI-60 drug combinations with 297,098 pairs across 59 cell lines. Task: Regression. Given two drug SMILES strings and cell line genomic features, predict the synergy score measuring deviation from expected non-interaction effect. Drug 2: C1=CC(=CC=C1CCC2=CNC3=C2C(=O)NC(=N3)N)C(=O)NC(CCC(=O)O)C(=O)O. Cell line: RPMI-8226. Synergy scores: CSS=40.9, Synergy_ZIP=5.56, Synergy_Bliss=3.62, Synergy_Loewe=-26.7, Synergy_HSA=-0.406. Drug 1: CC1=C(C=C(C=C1)NC2=NC=CC(=N2)N(C)C3=CC4=NN(C(=C4C=C3)C)C)S(=O)(=O)N.Cl.